Dataset: Forward reaction prediction with 1.9M reactions from USPTO patents (1976-2016). Task: Predict the product of the given reaction. (1) Given the reactants [CH3:1][NH:2][S:3]([C:6]1[CH:11]=[CH:10][C:9]([O:12][CH2:13][C:14]#[C:15][CH3:16])=[CH:8][CH:7]=1)(=[O:5])=[O:4].C[Si](C)(C)[N-][Si](C)(C)C.[Na+].Br[CH:28]([CH2:33][CH2:34][CH2:35][Cl:36])[C:29]([O:31][CH3:32])=[O:30].O, predict the reaction product. The product is: [CH2:13]([O:12][C:9]1[CH:10]=[CH:11][C:6]([S:3]([N:2]([CH3:1])[CH:28]([CH2:33][CH2:34][CH2:35][Cl:36])[C:29]([O:31][CH3:32])=[O:30])(=[O:5])=[O:4])=[CH:7][CH:8]=1)[C:14]#[C:15][CH3:16]. (2) Given the reactants FC(F)(F)C(O)=O.[Cl:8][C:9]1[CH:14]=[C:13]2[NH:15][C:16](=[O:38])[C:17]3([CH:21]([C:22]4[CH:27]=[CH:26][CH:25]=[C:24]([Cl:28])[C:23]=4[F:29])[CH:20]([C:30](O)=[O:31])[NH:19][CH:18]3[CH2:33][C:34]([CH3:37])([CH3:36])[CH3:35])[C:12]2=[CH:11][CH:10]=1.C(N(C(C)C)CC)(C)C.C1(P(Cl)(C2C=CC=CC=2)=O)C=CC=CC=1.[I:63][C:64]1[CH:70]=[CH:69][C:67]([NH2:68])=[CH:66][CH:65]=1, predict the reaction product. The product is: [I:63][C:64]1[CH:70]=[CH:69][C:67]([NH:68][C:30]([CH:20]2[NH:19][CH:18]([CH2:33][C:34]([CH3:36])([CH3:35])[CH3:37])[C:17]3([C:12]4[C:13](=[CH:14][C:9]([Cl:8])=[CH:10][CH:11]=4)[NH:15][C:16]3=[O:38])[CH:21]2[C:22]2[CH:27]=[CH:26][CH:25]=[C:24]([Cl:28])[C:23]=2[F:29])=[O:31])=[CH:66][CH:65]=1. (3) Given the reactants [CH2:1]1[CH:6]([C:7](O)=[O:8])[CH2:5][CH2:4][CH:3]([NH2:10])[CH2:2]1.B.C1COCC1, predict the reaction product. The product is: [CH2:1]1[CH:6]([CH2:7][OH:8])[CH2:5][CH2:4][CH:3]([NH2:10])[CH2:2]1. (4) Given the reactants [Br:1][C:2]1[CH:11]=[CH:10][C:9]2[O:8][C@@:7]3([CH3:16])[CH2:12][CH2:13][O:14][CH2:15][C@H:6]3[C:5](=[O:17])[C:4]=2[CH:3]=1.C[Si]([N-][Si](C)(C)C)(C)C.[Li+].OC1C=CC=CC=1C(OCC)=O, predict the reaction product. The product is: [Br:1][C:2]1[CH:11]=[CH:10][C:9]2[O:8][C:7]3([CH3:16])[CH2:12][CH2:13][O:14][CH2:15][CH:6]3[C:5](=[O:17])[C:4]=2[CH:3]=1. (5) Given the reactants [Cl:1][CH2:2][C:3]1[N:12]=[C:11](N(C2C=CC(OC)=CC=2)C)[C:10]2[C:5](=[CH:6][CH:7]=[CH:8][CH:9]=2)[N:4]=1.[Cl:23]CC1NC(=O)C2C(=CC=CC=2)N=1.P(Cl)(Cl)(Cl)=O.CN(C)C1C=CC=CC=1, predict the reaction product. The product is: [Cl:23][C:11]1[C:10]2[C:5](=[CH:6][CH:7]=[CH:8][CH:9]=2)[N:4]=[C:3]([CH2:2][Cl:1])[N:12]=1. (6) Given the reactants [C:1]1([C:7]2[CH:8]=[C:9]([C:16](Cl)=[O:17])[S:10][C:11]=2[C:12]([F:15])([F:14])[F:13])[CH:6]=[CH:5][CH:4]=[CH:3][CH:2]=1.[CH2:19]([N:21]1[C:25]([NH2:26])=[CH:24][CH:23]=[N:22]1)[CH3:20].N1C=CC=CC=1, predict the reaction product. The product is: [CH2:19]([N:21]1[C:25]([NH:26][C:16]([C:9]2[S:10][C:11]([C:12]([F:15])([F:14])[F:13])=[C:7]([C:1]3[CH:6]=[CH:5][CH:4]=[CH:3][CH:2]=3)[CH:8]=2)=[O:17])=[CH:24][CH:23]=[N:22]1)[CH3:20]. (7) Given the reactants Br[C:2]1[CH:3]=[N:4][CH:5]=[C:6]2[C:11]=1[N:10]=[C:9]([C:12]([NH:14][CH2:15][C:16]([F:19])([F:18])[F:17])=[O:13])[CH:8]=[CH:7]2.[F:20][C:21]1[CH:26]=[C:25]([F:27])[CH:24]=[CH:23][C:22]=1B(O)O.C(=O)([O-])[O-].[Cs+].[Cs+], predict the reaction product. The product is: [F:20][C:21]1[CH:26]=[C:25]([F:27])[CH:24]=[CH:23][C:22]=1[C:2]1[CH:3]=[N:4][CH:5]=[C:6]2[C:11]=1[N:10]=[C:9]([C:12]([NH:14][CH2:15][C:16]([F:19])([F:18])[F:17])=[O:13])[CH:8]=[CH:7]2. (8) Given the reactants [Cl:1][CH2:2][CH:3]1[C:11]2[C:10]3[CH:12]=[CH:13][CH:14]=[CH:15][C:9]=3[C:8]([N+:16]([O-:18])=[O:17])=[CH:7][C:6]=2[N:5](C(OC(C)(C)C)=O)[CH2:4]1.Cl, predict the reaction product. The product is: [Cl:1][CH2:2][CH:3]1[C:11]2[C:10]3[CH:12]=[CH:13][CH:14]=[CH:15][C:9]=3[C:8]([N+:16]([O-:18])=[O:17])=[CH:7][C:6]=2[NH:5][CH2:4]1.